This data is from Reaction yield outcomes from USPTO patents with 853,638 reactions. The task is: Predict the reaction yield, written as a fraction of the theoretical maximum amount of product (1.0 means a 100% yield; for example, 0.34 means a 34% yield). (1) The reactants are [CH3:1][O:2][C:3](=[O:41])[C:4]1[CH:9]=[CH:8][C:7]([CH2:10][N:11]2[CH:15]=[C:14]([C:16]3[CH:21]=[CH:20][C:19]([Cl:22])=[CH:18][C:17]=3[Cl:23])[N:13]=[C:12]2/[CH:24]=[CH:25]/[C:26]2[CH:31]=[CH:30][C:29]([C:32]3[CH:37]=[CH:36][C:35]([NH2:38])=[C:34]([O:39][CH3:40])[CH:33]=3)=[CH:28][CH:27]=2)=[CH:6][CH:5]=1.[CH:42]([N:45]=[C:46]=[O:47])([CH3:44])[CH3:43]. No catalyst specified. The product is [CH3:1][O:2][C:3](=[O:41])[C:4]1[CH:9]=[CH:8][C:7]([CH2:10][N:11]2[CH:15]=[C:14]([C:16]3[CH:21]=[CH:20][C:19]([Cl:22])=[CH:18][C:17]=3[Cl:23])[N:13]=[C:12]2/[CH:24]=[CH:25]/[C:26]2[CH:31]=[CH:30][C:29]([C:32]3[CH:37]=[CH:36][C:35]([NH:38][C:46]([NH:45][CH:42]([CH3:44])[CH3:43])=[O:47])=[C:34]([O:39][CH3:40])[CH:33]=3)=[CH:28][CH:27]=2)=[CH:6][CH:5]=1. The yield is 0.720. (2) No catalyst specified. The yield is 0.690. The product is [Cl:14][CH2:10][C:6]1[CH:7]=[CH:8][C:9]2[N:4]([CH:3]=[CH:2][N:1]=2)[N:5]=1. The reactants are [N:1]1[CH:2]=[CH:3][N:4]2[C:9]=1[CH:8]=[CH:7][C:6]([CH2:10]O)=[N:5]2.S(Cl)([Cl:14])=O. (3) The reactants are [F:1][C:2]1[CH:3]=[C:4]([C:29]2[C:30]([C:35]#[N:36])=[CH:31][CH:32]=[CH:33][CH:34]=2)[CH:5]=[CH:6][C:7]=1[CH2:8][C:9]1[C:10](=[O:28])[N:11]([C@H:21]2[CH2:26][CH2:25][C@H:24]([OH:27])[CH2:23][CH2:22]2)[C:12]2[N:13]([N:18]=[CH:19][N:20]=2)[C:14]=1[CH2:15][CH2:16][CH3:17].FC(F)(F)S(O[Si](C(C)(C)C)(C)C)(=O)=O.[N:52]1C(C)=CC=CC=1C.[Cl-].O[NH3+].[C:63](=[O:66])([O-])[OH:64].[Na+]. The catalyst is C(OCC)(=O)C.CS(C)=O.O1CCCC1. The product is [F:1][C:2]1[CH:3]=[C:4]([C:29]2[CH:34]=[CH:33][CH:32]=[CH:31][C:30]=2[C:35]2[NH:52][C:63](=[O:66])[O:64][N:36]=2)[CH:5]=[CH:6][C:7]=1[CH2:8][C:9]1[C:10](=[O:28])[N:11]([C@H:21]2[CH2:26][CH2:25][C@H:24]([OH:27])[CH2:23][CH2:22]2)[C:12]2[N:13]([N:18]=[CH:19][N:20]=2)[C:14]=1[CH2:15][CH2:16][CH3:17]. The yield is 0.400.